This data is from Choline transporter screen with 302,306 compounds. The task is: Binary Classification. Given a drug SMILES string, predict its activity (active/inactive) in a high-throughput screening assay against a specified biological target. (1) The molecule is S(=O)(=O)(NCC1CCC(CC1)C(=O)Nc1cc(OC)c(OC)cc1)c1sccc1. The result is 0 (inactive). (2) The molecule is Clc1ccc(CCNC(=O)C2C(C2)C)cc1. The result is 0 (inactive). (3) The molecule is O(CCC(OCC(=O)NCc1ccc(OC)cc1)=O)c1ccc(cc1)C. The result is 0 (inactive). (4) The compound is S=C(N(CC1OCCC1)Cc1cc2c([nH]c1=O)c(ccc2)C)Nc1ccccc1. The result is 0 (inactive). (5) The molecule is Brc1c(n(nc1C(=O)N\N=C(\c1ccc(NC(=O)c2c(occ2)C)cc1)C)C)C. The result is 0 (inactive).